This data is from Full USPTO retrosynthesis dataset with 1.9M reactions from patents (1976-2016). The task is: Predict the reactants needed to synthesize the given product. (1) Given the product [C:1]([O:5][C:6](=[O:7])[NH:8][CH2:9][C:10]1([CH2:15][OH:16])[CH2:14][CH2:13][CH2:12][CH2:11]1)([CH3:4])([CH3:2])[CH3:3], predict the reactants needed to synthesize it. The reactants are: [C:1]([O:5][C:6]([NH:8][CH2:9][C:10]1([C:15](OC)=[O:16])[CH2:14][CH2:13][CH2:12][CH2:11]1)=[O:7])([CH3:4])([CH3:3])[CH3:2].[H-].C([Al+]CC(C)C)C(C)C.CCOCC. (2) Given the product [C:1]([O:15][C:14]1[CH:13]=[CH:12][C:11]([C:16]2[S:17][C:18]3[CH2:19][N:20]([C:25](=[O:27])[CH3:26])[CH2:21][CH2:22][C:23]=3[N:24]=2)=[CH:10][C:9]=1[F:8])(=[O:3])[CH3:2], predict the reactants needed to synthesize it. The reactants are: [C:1](OC(=O)C)(=[O:3])[CH3:2].[F:8][C:9]1[CH:10]=[C:11]([C:16]2[S:17][C:18]3[CH2:19][N:20]([C:25](=[O:27])[CH3:26])[CH2:21][CH2:22][C:23]=3[N:24]=2)[CH:12]=[CH:13][C:14]=1[OH:15]. (3) Given the product [ClH:1].[CH3:13][N:14]1[C:16]2[CH:21]=[CH:20][CH:19]=[CH:18][C:17]=2[C:3]2[CH2:4][CH2:5][C:6]3([CH2:11][CH2:10][NH:9][CH2:8][CH2:7]3)[C:2]1=2, predict the reactants needed to synthesize it. The reactants are: [ClH:1].[C:2]1(=O)[C:6]2([CH2:11][CH2:10][NH:9][CH2:8][CH2:7]2)[CH2:5][CH2:4][CH2:3]1.[CH3:13][N:14]([C:16]1[CH:21]=[CH:20][CH:19]=[CH:18][CH:17]=1)N.CO. (4) Given the product [CH3:1][C:2]1([CH3:35])[CH2:11][CH2:10][C:9]([CH3:13])([CH3:12])[C:8]2[CH:7]=[C:6]([C:14]3[CH:19]=[C:18]([C:20]4[CH:25]=[CH:24][C:23]([C:26]([NH:41][OH:40])=[O:27])=[CH:22][CH:21]=4)[CH:17]=[CH:16][C:15]=3[C:29]3[CH:34]=[CH:33][CH:32]=[CH:31][CH:30]=3)[CH:5]=[CH:4][C:3]1=2, predict the reactants needed to synthesize it. The reactants are: [CH3:1][C:2]1([CH3:35])[CH2:11][CH2:10][C:9]([CH3:13])([CH3:12])[C:8]2[CH:7]=[C:6]([C:14]3[CH:19]=[C:18]([C:20]4[CH:25]=[CH:24][C:23]([C:26](O)=[O:27])=[CH:22][CH:21]=4)[CH:17]=[CH:16][C:15]=3[C:29]3[CH:34]=[CH:33][CH:32]=[CH:31][CH:30]=3)[CH:5]=[CH:4][C:3]1=2.[OH-].[K+].C[Si](C)(C)[O:40][NH2:41].ON1C2C=CC=CC=2N=N1.Cl.CN(C)CCCN=C=NCC. (5) Given the product [F:1][P-:2]([F:7])([F:6])([F:5])([F:4])[F:3].[N:8]1([O:17][P+:18]([N:25]([CH3:27])[CH3:26])([N:19]([CH3:21])[CH3:20])[N:22]([CH3:23])[CH3:24])[C:12]2[CH:13]=[CH:14][CH:15]=[CH:16][C:11]=2[N:10]=[N:9]1, predict the reactants needed to synthesize it. The reactants are: [F:1][P-:2]([F:7])([F:6])([F:5])([F:4])[F:3].[N:8]1([O:17][P+:18]([N:25]([CH3:27])[CH3:26])([N:22]([CH3:24])[CH3:23])[N:19]([CH3:21])[CH3:20])[C:12]2[CH:13]=[CH:14][CH:15]=[CH:16][C:11]=2[N:10]=[N:9]1. (6) Given the product [Cl:1][C:2]1[N:7]=[C:6]([Cl:8])[C:5]2[CH:9]=[CH:10][N:12]([C:13]3[CH:18]=[CH:17][C:16]([Cl:19])=[CH:15][CH:14]=3)[C:4]=2[N:3]=1, predict the reactants needed to synthesize it. The reactants are: [Cl:1][C:2]1[N:7]=[C:6]([Cl:8])[C:5]([CH2:9][CH:10]=O)=[C:4]([NH:12][C:13]2[CH:18]=[CH:17][C:16]([Cl:19])=[CH:15][CH:14]=2)[N:3]=1.C1(C)C=CC(S(O)(=O)=O)=CC=1. (7) Given the product [CH3:29][C:19]1[O:18][C:17]([C:14]2[CH:15]=[CH:16][C:11]([C:5]3[CH:6]=[N:1][CH:2]=[N:3][CH:4]=3)=[CH:12][CH:13]=2)=[N:21][C:20]=1[CH2:22][CH2:23][N:24]1[CH2:28][CH2:27][CH2:26][CH2:25]1, predict the reactants needed to synthesize it. The reactants are: [N:1]1[CH:6]=[C:5](B(O)O)[CH:4]=[N:3][CH:2]=1.Br[C:11]1[CH:16]=[CH:15][C:14]([C:17]2[O:18][C:19]([CH3:29])=[C:20]([CH2:22][CH2:23][N:24]3[CH2:28][CH2:27][CH2:26][CH2:25]3)[N:21]=2)=[CH:13][CH:12]=1.